From a dataset of Catalyst prediction with 721,799 reactions and 888 catalyst types from USPTO. Predict which catalyst facilitates the given reaction. (1) Reactant: C(OC([N:8]1[CH2:13][CH2:12][CH:11]([NH:14][CH2:15][CH2:16][O:17][C:18]2[CH:23]=[CH:22][C:21]([NH:24][C:25](=[O:33])[C:26]3[CH:31]=[CH:30][CH:29]=[C:28]([F:32])[CH:27]=3)=[CH:20][C:19]=2[C:34]2[N:35]([CH3:40])[N:36]=[CH:37][C:38]=2[Cl:39])[CH2:10][CH2:9]1)=O)(C)(C)C. Product: [Cl:39][C:38]1[CH:37]=[N:36][N:35]([CH3:40])[C:34]=1[C:19]1[CH:20]=[C:21]([NH:24][C:25](=[O:33])[C:26]2[CH:31]=[CH:30][CH:29]=[C:28]([F:32])[CH:27]=2)[CH:22]=[CH:23][C:18]=1[O:17][CH2:16][CH2:15][NH:14][CH:11]1[CH2:10][CH2:9][NH:8][CH2:13][CH2:12]1. The catalyst class is: 89. (2) Reactant: C([N:8]1[C:16]([CH3:18])([CH3:17])[C:15]2[C:10](=[CH:11][CH:12]=[C:13]([O:19][CH3:20])[CH:14]=2)[C:9]1([CH3:22])[CH3:21])C1C=CC=CC=1.[H][H]. Product: [CH3:20][O:19][C:13]1[CH:14]=[C:15]2[C:10](=[CH:11][CH:12]=1)[C:9]([CH3:22])([CH3:21])[NH:8][C:16]2([CH3:18])[CH3:17]. The catalyst class is: 63.